From a dataset of Forward reaction prediction with 1.9M reactions from USPTO patents (1976-2016). Predict the product of the given reaction. (1) Given the reactants [Cl:1][C:2]1[CH:7]=[CH:6][CH:5]=[C:4]([F:8])[C:3]=1[C:9]1[C:10]([CH3:20])=[N:11][N:12]([CH3:19])[C:13]=1[CH:14](Cl)[CH:15]([CH3:17])[CH3:16].[CH3:21][S-:22].[Na+], predict the reaction product. The product is: [Cl:1][C:2]1[CH:7]=[CH:6][CH:5]=[C:4]([F:8])[C:3]=1[C:9]1[C:10]([CH3:20])=[N:11][N:12]([CH3:19])[C:13]=1[CH:14]([S:22][CH3:21])[CH:15]([CH3:17])[CH3:16]. (2) Given the reactants C[O-].[Na+].[CH2:4]([SH:6])[CH3:5].[C@@H:7]1([N:14]2[CH:22]=[N:21][C:20]3[C:15]2=[N:16][C:17]([O:30][CH:31]2[CH2:35][CH2:34][CH2:33][CH2:32]2)=[N:18][C:19]=3[NH:23]C(=O)C(C)(C)C)[O:12][C@H:11]([CH3:13])[C@H:9]2[O:10][C@@H:8]12, predict the reaction product. The product is: [CH:31]1([O:30][C:17]2[N:16]=[C:15]3[C:20]([N:21]=[CH:22][N:14]3[C@@H:7]3[O:12][C@H:11]([CH3:13])[C@H:9]([S:6][CH2:4][CH3:5])[C@H:8]3[OH:10])=[C:19]([NH2:23])[N:18]=2)[CH2:32][CH2:33][CH2:34][CH2:35]1. (3) Given the reactants [BH4-].[BH4-].[BH4-].[BH4-].[Na+].[Na+].[Na+].[Na+].[O:9]1[C:14]2[CH:15]=[CH:16][C:17]([C:19]3[C:20]([C:26](=[O:32])[C:27]([O:29][CH2:30][CH3:31])=[O:28])=[C:21]([CH3:25])[S:22][C:23]=3[CH3:24])=[CH:18][C:13]=2[CH2:12][CH2:11][CH2:10]1.O, predict the reaction product. The product is: [O:9]1[C:14]2[CH:15]=[CH:16][C:17]([C:19]3[C:20]([CH:26]([OH:32])[C:27]([O:29][CH2:30][CH3:31])=[O:28])=[C:21]([CH3:25])[S:22][C:23]=3[CH3:24])=[CH:18][C:13]=2[CH2:12][CH2:11][CH2:10]1. (4) The product is: [CH:1]([N:4]1[C:9](=[O:10])[C:8]2[CH2:11][CH2:12][CH2:13][NH:14][C:7]=2[NH:6][C:5]1=[O:24])([CH3:3])[CH3:2]. Given the reactants [CH:1]([N:4]1[C:9](=[O:10])[C:8]2[CH2:11][CH2:12][CH2:13][N:14](CC3C=CC(OC)=CC=3)[C:7]=2[NH:6][C:5]1=[O:24])([CH3:3])[CH3:2].FC(F)(F)C(O)=O, predict the reaction product. (5) Given the reactants CSC1N=NC(C(N)=O)=C(NC2C=CC(C)=CC=2)N=1.NC1C=CC=C(C)C=1.[CH3:28][S:29][C:30]1[N:31]=[N:32][C:33]([C:44]([NH2:46])=[O:45])=[C:34]([NH:36][C:37]2[CH:38]=[C:39]([CH3:43])[CH:40]=[CH:41][CH:42]=2)[N:35]=1.C1C=C(Cl)C=C(C(OO)=O)C=1.CCN(C(C)C)C(C)C.Cl.Cl.[F:69][C:70]1([F:78])[CH2:75][CH2:74][CH2:73][C@@H:72]([NH2:76])[C@H:71]1[NH2:77].C(O)(C(F)(F)F)=O, predict the reaction product. The product is: [CH3:28][S:29][C:30]1[N:31]=[N:32][C:33]([C:44]([NH2:46])=[O:45])=[C:34]([NH:36][C:37]2[CH:38]=[C:39]([CH3:43])[CH:40]=[CH:41][CH:42]=2)[N:35]=1.[NH2:77][C@H:71]1[C:70]([F:78])([F:69])[CH2:75][CH2:74][CH2:73][C@H:72]1[NH:76][C:30]1[N:31]=[N:32][C:33]([C:44]([NH2:46])=[O:45])=[C:34]([NH:36][C:37]2[CH:38]=[C:39]([CH3:43])[CH:40]=[CH:41][CH:42]=2)[N:35]=1. (6) Given the reactants B(F)(F)F.CCOCC.[Li+].[C-:11]#[C:12][C:13]1[CH:18]=[CH:17][CH:16]=[CH:15][CH:14]=1.[O:19]1[C:21]2([CH2:26][CH2:25][N:24]([C:27]([O:29][C:30]([CH3:33])([CH3:32])[CH3:31])=[O:28])[CH2:23][CH2:22]2)[CH2:20]1, predict the reaction product. The product is: [OH:19][C:21]1([CH2:20][C:11]#[C:12][C:13]2[CH:18]=[CH:17][CH:16]=[CH:15][CH:14]=2)[CH2:22][CH2:23][N:24]([C:27]([O:29][C:30]([CH3:33])([CH3:32])[CH3:31])=[O:28])[CH2:25][CH2:26]1. (7) Given the reactants [CH3:1][CH:2]([CH3:15])[CH2:3][CH:4]([NH2:14])[C:5]12[O:12][CH2:11][C:8]([CH3:13])([CH2:9][O:10]1)[CH2:7][O:6]2.[S:16]1[CH:20]=[CH:19][N:18]=[C:17]1[CH:21]=O, predict the reaction product. The product is: [CH3:1][CH:2]([CH3:15])[CH2:3][CH:4]([N:14]=[CH:21][C:17]1[S:16][CH:20]=[CH:19][N:18]=1)[C:5]12[O:6][CH2:7][C:8]([CH3:13])([CH2:9][O:10]1)[CH2:11][O:12]2. (8) Given the reactants [Br:1][C:2]1[CH:3]=[N:4][C:5]2[N:6]([N:8]=[C:9]([C:11]([OH:13])=O)[CH:10]=2)[CH:7]=1.CN(C(ON1N=NC2C=CC=CC1=2)=[N+](C)C)C.[B-](F)(F)(F)F.C(N(CC)CC)C.[CH3:43][CH:44]1[C:49]2[CH:50]=[CH:51][S:52][C:48]=2[CH2:47][CH2:46][NH:45]1, predict the reaction product. The product is: [Br:1][C:2]1[CH:3]=[N:4][C:5]2[N:6]([N:8]=[C:9]([C:11]([N:45]3[CH2:46][CH2:47][C:48]4[S:52][CH:51]=[CH:50][C:49]=4[CH:44]3[CH3:43])=[O:13])[CH:10]=2)[CH:7]=1. (9) Given the reactants [CH2:1]([O:8][CH2:9][CH2:10][O:11][C:12]1[C:17]([CH3:18])=[CH:16][C:15]([C:19]2[NH:28][C:27](=O)[C:26]3[C:21](=[CH:22][C:23]([O:32][CH3:33])=[CH:24][C:25]=3[O:30][CH3:31])[N:20]=2)=[CH:14][C:13]=1[CH3:34])[C:2]1[CH:7]=[CH:6][CH:5]=[CH:4][CH:3]=1.P(Cl)(Cl)([Cl:37])=O, predict the reaction product. The product is: [CH2:1]([O:8][CH2:9][CH2:10][O:11][C:12]1[C:17]([CH3:18])=[CH:16][C:15]([C:19]2[N:28]=[C:27]([Cl:37])[C:26]3[C:21](=[CH:22][C:23]([O:32][CH3:33])=[CH:24][C:25]=3[O:30][CH3:31])[N:20]=2)=[CH:14][C:13]=1[CH3:34])[C:2]1[CH:7]=[CH:6][CH:5]=[CH:4][CH:3]=1. (10) The product is: [CH:16]([NH:19][CH2:5][C:4]1[CH:7]=[C:8]([O:11][C:12]([F:15])([F:14])[F:13])[CH:9]=[CH:10][C:3]=1[O:2][CH3:1])([CH3:18])[CH3:17]. Given the reactants [CH3:1][O:2][C:3]1[CH:10]=[CH:9][C:8]([O:11][C:12]([F:15])([F:14])[F:13])=[CH:7][C:4]=1[CH:5]=O.[CH:16]([NH2:19])([CH3:18])[CH3:17].C(O[BH-](OC(=O)C)OC(=O)C)(=O)C.[Na+], predict the reaction product.